Predict the reactants needed to synthesize the given product. From a dataset of Full USPTO retrosynthesis dataset with 1.9M reactions from patents (1976-2016). (1) Given the product [CH:1]1([N:7]2[CH2:13][C:12]([F:15])([F:14])[C:11](=[O:16])[N:10]([CH3:17])[C:9]3[CH:18]=[N:19][C:20]([NH:22][C:23]4[CH:31]=[CH:30][C:26]([C:27]([NH:49][C@H:44]5[CH2:45][CH2:46][CH2:47][NH:48][CH2:43]5)=[O:29])=[CH:25][C:24]=4[O:32][CH3:33])=[N:21][C:8]2=3)[CH2:2][CH2:3][CH2:4][CH2:5][CH2:6]1, predict the reactants needed to synthesize it. The reactants are: [CH:1]1([N:7]2[CH2:13][C:12]([F:15])([F:14])[C:11](=[O:16])[N:10]([CH3:17])[C:9]3[CH:18]=[N:19][C:20]([NH:22][C:23]4[CH:31]=[CH:30][C:26]([C:27]([OH:29])=O)=[CH:25][C:24]=4[O:32][CH3:33])=[N:21][C:8]2=3)[CH2:6][CH2:5][CH2:4][CH2:3][CH2:2]1.CN(C(ON1N=[N:49][C:44]2[CH:45]=[CH:46][CH:47]=[N:48][C:43]1=2)=[N+](C)C)C.F[P-](F)(F)(F)(F)F.C(N1CCC[C@H](N)C1)(OC(C)(C)C)=O. (2) The reactants are: [CH3:1][O:2][C:3]1[N:8]=[C:7]([O:9][CH3:10])[C:6]([C:11]2[C:12](=[O:24])[O:13][C:14]3[C:19]([C:20]=2[CH3:21])=[CH:18][CH:17]=[C:16]([O:22][CH3:23])[CH:15]=3)=[CH:5][N:4]=1.[Li+].C[Si]([N-][Si](C)(C)C)(C)C.C1C(=O)N([Br:42])C(=O)C1. Given the product [Br:42][CH2:21][C:20]1[C:19]2[C:14](=[CH:15][C:16]([O:22][CH3:23])=[CH:17][CH:18]=2)[O:13][C:12](=[O:24])[C:11]=1[C:6]1[C:7]([O:9][CH3:10])=[N:8][C:3]([O:2][CH3:1])=[N:4][CH:5]=1, predict the reactants needed to synthesize it. (3) Given the product [CH:1]([N:4]1[C:16]2[CH:15]=[CH:14][CH:13]=[CH:12][C:11]=2[C:10]2[C:5]1=[CH:6][CH:7]=[CH:8][CH:9]=2)=[CH:2][CH3:3], predict the reactants needed to synthesize it. The reactants are: [CH2:1]([N:4]1[C:16]2[CH:15]=[CH:14][CH:13]=[CH:12][C:11]=2[C:10]2[C:5]1=[CH:6][CH:7]=[CH:8][CH:9]=2)[CH:2]=[CH2:3].CC(C)([O-])C.[K+].CS(C)=O. (4) The reactants are: [N:1]1([C:40]([O:42][C:43]([CH3:46])([CH3:45])[CH3:44])=[O:41])[CH2:39][CH2:38][CH2:37][C@H:2]1[C:3]([NH:5][C@H:6]([C:8]([NH:10][C@H:11]([C:27]([O:29]CC1C=CC=CC=1)=[O:28])[CH2:12][CH2:13][CH2:14][CH2:15][NH:16][C:17]([O:19][CH2:20][C:21]1[CH:26]=[CH:25][CH:24]=[CH:23][CH:22]=1)=[O:18])=[O:9])[CH3:7])=[O:4].[OH-].[Na+].Cl. Given the product [N:1]1([C:40]([O:42][C:43]([CH3:44])([CH3:46])[CH3:45])=[O:41])[CH2:39][CH2:38][CH2:37][C@H:2]1[C:3]([NH:5][C@H:6]([C:8]([NH:10][C@H:11]([C:27]([OH:29])=[O:28])[CH2:12][CH2:13][CH2:14][CH2:15][NH:16][C:17]([O:19][CH2:20][C:21]1[CH:26]=[CH:25][CH:24]=[CH:23][CH:22]=1)=[O:18])=[O:9])[CH3:7])=[O:4], predict the reactants needed to synthesize it. (5) Given the product [N+:1]([C:4]1[CH:9]=[CH:8][C:7]([N:10]2[CH2:11][CH2:12][CH2:13][CH2:14][CH2:15]2)=[CH:6][C:5]=1[C:27]1[CH:28]=[C:29]([CH:34]=[CH:35][N:36]=1)[C:30]([O:32][CH3:33])=[O:31])([O-:3])=[O:2], predict the reactants needed to synthesize it. The reactants are: [N+:1]([C:4]1[CH:9]=[CH:8][C:7]([N:10]2[CH2:15][CH2:14][CH2:13][CH2:12][CH2:11]2)=[CH:6][C:5]=1B1OC(C)(C)C(C)(C)O1)([O-:3])=[O:2].Cl.Br[C:27]1[CH:28]=[C:29]([CH:34]=[CH:35][N:36]=1)[C:30]([O:32][CH3:33])=[O:31].C(=O)([O-])[O-].[Na+].[Na+]. (6) Given the product [NH2:25][C:26]1[CH:27]=[CH:28][C:29]2[O:33][C:32](=[O:34])[N:31]([C:13]([CH:14]3[C:15]4[C:16](=[CH:20][CH:21]=[CH:22][CH:23]=4)[C:17](=[O:19])[N:12]([CH2:11][CH2:10][O:9][CH3:8])[CH:6]3[C:2]3[S:1][CH:5]=[CH:4][CH:3]=3)=[O:24])[C:30]=2[CH:35]=1, predict the reactants needed to synthesize it. The reactants are: [S:1]1[CH:5]=[CH:4][CH:3]=[C:2]1[CH:6]=O.[CH3:8][O:9][CH2:10][CH2:11][NH2:12].[C:13]1(=[O:24])[O:19][C:17](=O)[C:16]2=[CH:20][CH:21]=[CH:22][CH:23]=[C:15]2[CH2:14]1.[NH2:25][C:26]1[CH:27]=[CH:28][C:29]2[O:33][C:32](=[O:34])[NH:31][C:30]=2[CH:35]=1. (7) Given the product [C:21]([O:20][C:18]([N:15]1[C:16]2[C:12](=[CH:11][CH:10]=[C:9]([OH:8])[CH:17]=2)[CH2:13][CH2:14]1)=[O:19])([CH3:24])([CH3:22])[CH3:23], predict the reactants needed to synthesize it. The reactants are: C([O:8][C:9]1[CH:17]=[C:16]2[C:12]([CH:13]=[CH:14][N:15]2[C:18]([O:20][C:21]([CH3:24])([CH3:23])[CH3:22])=[O:19])=[CH:11][CH:10]=1)C1C=CC=CC=1.